The task is: Predict the reactants needed to synthesize the given product.. This data is from Full USPTO retrosynthesis dataset with 1.9M reactions from patents (1976-2016). (1) Given the product [CH2:28]([O:12][C:11](=[O:13])[CH2:10][C@@H:9]([NH:14][C:15]([O:17][C:18]([CH3:19])([CH3:21])[CH3:20])=[O:16])[C:8]([NH:7][C:3]1[CH:2]=[N:1][CH:6]=[CH:5][CH:4]=1)=[O:22])[CH3:29], predict the reactants needed to synthesize it. The reactants are: [N:1]1[CH:6]=[CH:5][CH:4]=[C:3]([NH:7][C:8](=[O:22])[C@H:9]([NH:14][C:15]([O:17][C:18]([CH3:21])([CH3:20])[CH3:19])=[O:16])[CH2:10][C:11]([OH:13])=[O:12])[CH:2]=1.C(=O)([O-])O.[Na+].[CH2:28](Br)[CH3:29].O. (2) Given the product [CH3:29][C:23]([N:19]1[CH2:20][CH2:21][CH:16]([C:14]2[S:15][C:11]([C:8]3[CH:7]=[CH:6][C:5]([N+:2]([O-:4])=[O:3])=[CH:10][CH:9]=3)=[CH:12][N:13]=2)[CH2:17][CH2:18]1)([CH3:30])[C:24]([O:26][CH2:27][CH3:28])=[O:25], predict the reactants needed to synthesize it. The reactants are: Cl.[N+:2]([C:5]1[CH:10]=[CH:9][C:8]([C:11]2[S:15][C:14]([CH:16]3[CH2:21][CH2:20][NH:19][CH2:18][CH2:17]3)=[N:13][CH:12]=2)=[CH:7][CH:6]=1)([O-:4])=[O:3].Br[C:23]([CH3:30])([CH3:29])[C:24]([O:26][CH2:27][CH3:28])=[O:25].C(=O)([O-])[O-].[K+].[K+].O. (3) Given the product [CH2:12]([C:3]1[C:2](=[O:1])[CH2:9][C:6]([CH3:8])([CH3:7])[CH2:5][C:4]=1[CH3:10])[CH2:13][CH2:14][CH3:15], predict the reactants needed to synthesize it. The reactants are: [O:1]=[C:2]1[CH2:9][C:6]([CH3:8])([CH3:7])[CH2:5][C:4]([CH3:10])=[CH:3]1.Br[CH2:12][CH2:13][CH2:14][CH3:15].[OH-].[K+].O. (4) Given the product [CH3:10][C:8]1[S:9][C:5]([S:2]([Cl:1])(=[O:4])=[O:3])=[CH:6][C:7]=1[C:11](=[O:12])[NH:19][C:18]1[CH:20]=[CH:21][CH:22]=[C:16]([C:15]([F:14])([F:23])[F:24])[CH:17]=1, predict the reactants needed to synthesize it. The reactants are: [Cl:1][S:2]([C:5]1[S:9][C:8]([CH3:10])=[C:7]([C:11](Cl)=[O:12])[CH:6]=1)(=[O:4])=[O:3].[F:14][C:15]([F:24])([F:23])[C:16]1[CH:17]=[C:18]([CH:20]=[CH:21][CH:22]=1)[NH2:19]. (5) Given the product [CH2:1]([C:3]1[CH:8]=[CH:7][C:6]([CH:9]2[CH2:10][CH:11]([C:23]3[O:25][N:29]=[C:28]([C:30]4[CH:35]=[CH:34][CH:33]=[C:32]([O:36][CH3:37])[CH:31]=4)[N:27]=3)[CH2:12][N:13]([C:15]([N:17]3[CH2:18][CH2:19][O:20][CH2:21][CH2:22]3)=[O:16])[CH2:14]2)=[CH:5][CH:4]=1)[CH3:2], predict the reactants needed to synthesize it. The reactants are: [CH2:1]([C:3]1[CH:8]=[CH:7][C:6]([CH:9]2[CH2:14][N:13]([C:15]([N:17]3[CH2:22][CH2:21][O:20][CH2:19][CH2:18]3)=[O:16])[CH2:12][CH:11]([C:23]([OH:25])=O)[CH2:10]2)=[CH:5][CH:4]=1)[CH3:2].O[N:27]=[C:28]([C:30]1[CH:35]=[CH:34][CH:33]=[C:32]([O:36][CH3:37])[CH:31]=1)[NH2:29]. (6) The reactants are: [NH2:1][C:2]1[C:3]([CH3:28])=[N:4][C:5]([O:9][CH2:10][C:11]([N:13]([CH:15]2[CH2:20][CH2:19][N:18]([CH2:21][C:22]3[CH:27]=[CH:26][CH:25]=[CH:24][CH:23]=3)[CH2:17][CH2:16]2)[CH3:14])=[O:12])=[N:6][C:7]=1[CH3:8].[CH2:29]([S:31]([OH:34])(=[O:33])=[O:32])[CH3:30]. Given the product [CH2:29]([S:31]([OH:34])(=[O:33])=[O:32])[CH3:30].[NH2:1][C:2]1[C:7]([CH3:8])=[N:6][C:5]([O:9][CH2:10][C:11]([N:13]([CH:15]2[CH2:20][CH2:19][N:18]([CH2:21][C:22]3[CH:23]=[CH:24][CH:25]=[CH:26][CH:27]=3)[CH2:17][CH2:16]2)[CH3:14])=[O:12])=[N:4][C:3]=1[CH3:28], predict the reactants needed to synthesize it. (7) Given the product [NH2:18][C:16]([C:14]1[S:15][C:11]([N:8]2[C:7]3[CH:29]=[C:3]([CH2:2][NH:30][CH2:31][CH2:32][C:33]([O:35][C:36]([CH3:39])([CH3:38])[CH3:37])=[O:34])[CH:4]=[CH:5][C:6]=3[N:10]=[CH:9]2)=[CH:12][C:13]=1[O:19][C@@H:20]([C:22]1[CH:27]=[CH:26][CH:25]=[CH:24][C:23]=1[Cl:28])[CH3:21])=[O:17], predict the reactants needed to synthesize it. The reactants are: Cl[CH2:2][C:3]1[CH:4]=[CH:5][C:6]2[N:10]=[CH:9][N:8]([C:11]3[S:15][C:14]([C:16]([NH2:18])=[O:17])=[C:13]([O:19][C@@H:20]([C:22]4[CH:27]=[CH:26][CH:25]=[CH:24][C:23]=4[Cl:28])[CH3:21])[CH:12]=3)[C:7]=2[CH:29]=1.[NH2:30][CH2:31][CH2:32][C:33]([O:35][C:36]([CH3:39])([CH3:38])[CH3:37])=[O:34].